From a dataset of Reaction yield outcomes from USPTO patents with 853,638 reactions. Predict the reaction yield, written as a fraction of the theoretical maximum amount of product (1.0 means a 100% yield; for example, 0.34 means a 34% yield). (1) The reactants are [ClH:1].O1CCOCC1.[N:8]1[CH:13]=[CH:12][CH:11]=[C:10]([O:14][CH2:15][CH:16]2[N:21]([C:22]3[S:23][C:24]4[C:25]([N:34]=3)=[N:26][CH:27]=[C:28]([C:30]([F:33])([F:32])[F:31])[CH:29]=4)[CH2:20][CH2:19][N:18](C(OC(C)(C)C)=O)[CH2:17]2)[CH:9]=1. The catalyst is CO. The product is [ClH:1].[N:8]1[CH:13]=[CH:12][CH:11]=[C:10]([O:14][CH2:15][CH:16]2[CH2:17][NH:18][CH2:19][CH2:20][N:21]2[C:22]2[S:23][C:24]3[C:25]([N:34]=2)=[N:26][CH:27]=[C:28]([C:30]([F:33])([F:32])[F:31])[CH:29]=3)[CH:9]=1. The yield is 0.520. (2) The reactants are [CH3:1][C:2]1[C:7]([CH3:8])=[CH:6][C:5]([CH3:9])=[CH:4][C:3]=1O.O[CH:12]([C:16]1[CH:21]=[CH:20][C:19]([Br:22])=[CH:18][CH:17]=1)[C:13]([OH:15])=[O:14]. The catalyst is C(OCC)(=O)C.CCCCCC. The product is [Br:22][C:19]1[CH:20]=[CH:21][C:16]([CH:12]2[C:4]3[C:5]([CH3:9])=[CH:6][C:7]([CH3:8])=[C:2]([CH3:1])[C:3]=3[O:15][C:13]2=[O:14])=[CH:17][CH:18]=1. The yield is 0.430.